This data is from Reaction yield outcomes from USPTO patents with 853,638 reactions. The task is: Predict the reaction yield, written as a fraction of the theoretical maximum amount of product (1.0 means a 100% yield; for example, 0.34 means a 34% yield). (1) The reactants are [CH2:1]1[C:10]2[C:5](=[CH:6][CH:7]=[CH:8][CH:9]=2)[CH2:4][CH2:3][N:2]1[S:11]([C:14]1[CH:23]=[CH:22][C:21]([O:24][CH3:25])=[C:20]2[C:15]=1[CH2:16][CH2:17][CH:18]([NH:26]C(=O)C(F)(F)F)[CH2:19]2)(=[O:13])=[O:12].[OH-].[Na+].Cl.C(=O)(O)[O-]. The catalyst is CO.ClCCl. The product is [CH2:1]1[C:10]2[C:5](=[CH:6][CH:7]=[CH:8][CH:9]=2)[CH2:4][CH2:3][N:2]1[S:11]([C:14]1[CH:23]=[CH:22][C:21]([O:24][CH3:25])=[C:20]2[C:15]=1[CH2:16][CH2:17][CH:18]([NH2:26])[CH2:19]2)(=[O:12])=[O:13]. The yield is 1.00. (2) The reactants are [CH3:1][O:2][C:3]1[CH:4]=[C:5]([N:12]2[CH2:17][CH2:16][C:15](=O)[CH2:14][CH2:13]2)[CH:6]=[CH:7][C:8]=1[N+:9]([O-:11])=[O:10].[CH3:19][NH:20][CH3:21].CC(O)=O.C(O[BH-](OC(=O)C)OC(=O)C)(=O)C.[Na+]. The catalyst is ClCCCl.O. The product is [CH3:19][N:20]([CH3:21])[CH:15]1[CH2:16][CH2:17][N:12]([C:5]2[CH:6]=[CH:7][C:8]([N+:9]([O-:11])=[O:10])=[C:3]([O:2][CH3:1])[CH:4]=2)[CH2:13][CH2:14]1. The yield is 0.880. (3) The reactants are [Cl:1][C:2]1[CH:7]=[CH:6][C:5]([S:8]([NH:11][CH:12]([C:24]2[CH:29]=[CH:28][CH:27]=[CH:26][CH:25]=2)[C:13]([O:15][C@@H:16]2[CH:21]3[CH2:22][CH2:23][N:18]([CH2:19][CH2:20]3)[CH2:17]2)=[O:14])(=[O:10])=[O:9])=[CH:4][CH:3]=1.[Br:30][CH2:31][C:32]([C:34]1[CH:39]=[CH:38][CH:37]=[CH:36][CH:35]=1)=[O:33]. The catalyst is CCOC(C)=O. The product is [Br-:30].[Cl:1][C:2]1[CH:3]=[CH:4][C:5]([S:8]([NH:11][CH:12]([C:24]2[CH:25]=[CH:26][CH:27]=[CH:28][CH:29]=2)[C:13]([O:15][C@@H:16]2[CH:21]3[CH2:20][CH2:19][N+:18]([CH2:31][C:32](=[O:33])[C:34]4[CH:39]=[CH:38][CH:37]=[CH:36][CH:35]=4)([CH2:23][CH2:22]3)[CH2:17]2)=[O:14])(=[O:10])=[O:9])=[CH:6][CH:7]=1. The yield is 0.420. (4) The reactants are [Br:1][C:2]1[CH:13]=[CH:12][C:5]([C:6](N(OC)C)=[O:7])=[C:4]([F:14])[CH:3]=1.[CH3:15][Mg]Br.C(OCC)C. The catalyst is C1COCC1. The product is [Br:1][C:2]1[CH:13]=[CH:12][C:5]([C:6](=[O:7])[CH3:15])=[C:4]([F:14])[CH:3]=1. The yield is 0.850. (5) The reactants are C[O:2][C:3]1[CH:4]=[C:5](B2OC(C)(C)C(C)(C)O2)[CH:6]=[C:7]2[C:12]=1[O:11][CH:10]([C:13]([F:16])([F:15])[F:14])[C:9]([C:17]([O:19][CH2:20][CH3:21])=[O:18])=[CH:8]2.OO.[OH-].[Na+].Cl.[CH2:36]1COCC1. The catalyst is O. The product is [OH:2][C:3]1[CH:12]=[C:7]2[C:6](=[C:5]([CH3:36])[CH:4]=1)[O:11][CH:10]([C:13]([F:15])([F:14])[F:16])[C:9]([C:17]([O:19][CH2:20][CH3:21])=[O:18])=[CH:8]2. The yield is 0.710. (6) The reactants are [CH3:1][C:2]1[CH:3]=[C:4]2[C:9](=[CH:10][CH:11]=1)[N:8]=[CH:7][CH:6]=[N:5]2.[Br:12]N1C(=O)CCC1=O.C(OOC(=O)C1C=CC=CC=1)(=O)C1C=CC=CC=1.ClCCl. The catalyst is C(Cl)(Cl)(Cl)Cl. The product is [Br:12][CH2:1][C:2]1[CH:3]=[C:4]2[C:9](=[CH:10][CH:11]=1)[N:8]=[CH:7][CH:6]=[N:5]2. The yield is 0.350. (7) The reactants are [Cl:1][C:2]1[CH:7]=[CH:6][C:5]([C:8]2[C:13]([C:14]([OH:16])=[O:15])=[CH:12][N:11]=[CH:10][CH:9]=2)=[C:4](F)[CH:3]=1.C([O-])([O-])=O.[Cs+].[Cs+]. The catalyst is CS(C)=O.O. The product is [Cl:1][C:2]1[CH:7]=[CH:6][C:5]2[C:8]3[C:13](=[CH:12][N:11]=[CH:10][CH:9]=3)[C:14](=[O:16])[O:15][C:4]=2[CH:3]=1. The yield is 0.720.